From a dataset of Reaction yield outcomes from USPTO patents with 853,638 reactions. Predict the reaction yield, written as a fraction of the theoretical maximum amount of product (1.0 means a 100% yield; for example, 0.34 means a 34% yield). (1) The reactants are [Br:1][C:2]1[CH:10]=[C:6]([C:7]([OH:9])=O)[C:5]([OH:11])=[CH:4][CH:3]=1.[CH3:12][O:13][C:14]1[CH:20]=[CH:19][C:18]([O:21][CH3:22])=[CH:17][C:15]=1[NH2:16]. No catalyst specified. The product is [Br:1][C:2]1[CH:3]=[CH:4][C:5]([OH:11])=[C:6]([CH:10]=1)[C:7]([NH:16][C:15]1[CH:17]=[C:18]([O:21][CH3:22])[CH:19]=[CH:20][C:14]=1[O:13][CH3:12])=[O:9]. The yield is 0.397. (2) The reactants are [N+:1]([C:4]1[CH:12]=[C:11]2[C:7]([CH:8]=[CH:9][NH:10]2)=[CH:6][CH:5]=1)([O-:3])=[O:2].[C:13]([O-])([O-])=O.[K+].[K+].CI.O. The catalyst is CN(C=O)C. The product is [CH3:13][N:10]1[C:11]2[C:7](=[CH:6][CH:5]=[C:4]([N+:1]([O-:3])=[O:2])[CH:12]=2)[CH:8]=[CH:9]1. The yield is 0.980. (3) The reactants are [N+:1]([C:4]1[CH:12]=[C:11]2[C:7]([CH:8]=[C:9]([C:13]#[N:14])[NH:10]2)=[CH:6][CH:5]=1)([O-])=O. The catalyst is [Ni].CCO. The product is [NH2:1][C:4]1[CH:12]=[C:11]2[C:7]([CH:8]=[C:9]([C:13]#[N:14])[NH:10]2)=[CH:6][CH:5]=1. The yield is 0.490. (4) The reactants are [NH2:1][C:2]1[CH:7]=[CH:6][CH:5]=[CH:4][CH:3]=1.[CH3:8][C:9]([CH3:40])([CH3:39])[CH2:10][NH:11][C:12]([C:14]1[CH:19]=[CH:18][C:17]([C:20]2[C:25]([CH3:26])=[C:24]([F:27])[CH:23]=[C:22]([C:28](O)=[O:29])[CH:21]=2)=[C:16]([C:31]([NH:33][C:34]2[S:35][CH:36]=[CH:37][N:38]=2)=[O:32])[CH:15]=1)=[O:13].Cl.CN(C)CCCN=C=NCC. The catalyst is CN(C)C1C=CN=CC=1.ClCCl. The product is [CH3:8][C:9]([CH3:40])([CH3:39])[CH2:10][NH:11][C:12]([C:14]1[CH:15]=[C:16]([C:31]([NH:33][C:34]2[S:35][CH:36]=[CH:37][N:38]=2)=[O:32])[C:17]([C:20]2[C:25]([CH3:26])=[C:24]([F:27])[CH:23]=[C:22]([C:28]([NH:1][C:2]3[CH:7]=[CH:6][CH:5]=[CH:4][CH:3]=3)=[O:29])[CH:21]=2)=[CH:18][CH:19]=1)=[O:13]. The yield is 0.350.